Dataset: Forward reaction prediction with 1.9M reactions from USPTO patents (1976-2016). Task: Predict the product of the given reaction. (1) The product is: [S:1]1[CH:5]=[CH:4][N:3]=[C:2]1[C:6]1[CH:11]=[CH:10][CH:9]=[CH:8][C:7]=1[CH2:12][N:18]1[C:14](=[O:24])[C:15]2[C:16](=[CH:20][CH:21]=[CH:22][CH:23]=2)[C:17]1=[O:19]. Given the reactants [S:1]1[CH:5]=[CH:4][N:3]=[C:2]1[C:6]1[CH:11]=[CH:10][CH:9]=[CH:8][C:7]=1[CH2:12]O.[C:14]1(=[O:24])[NH:18][C:17](=[O:19])[C:16]2=[CH:20][CH:21]=[CH:22][CH:23]=[C:15]12.C1(P(C2C=CC=CC=2)C2C=CC=CC=2)C=CC=CC=1.N(C(OC(C)C)=O)=NC(OC(C)C)=O, predict the reaction product. (2) Given the reactants C1C=CC(O[C:8]([O:12][C:13]2[CH:18]=[CH:17][CH:16]=[CH:15][CH:14]=2)=[N:9][C:10]#[N:11])=CC=1.[NH2:19][CH2:20][CH2:21][CH2:22][C:23]([NH:25][C:26]1[N:27]=[C:28]2[CH:33]=[CH:32][C:31]([C:34]3[CH:35]=[N:36][C:37]([NH2:44])=[C:38]([C:40]([F:43])([F:42])[F:41])[CH:39]=3)=[N:30][N:29]2[CH:45]=1)=[O:24].C(Cl)Cl, predict the reaction product. The product is: [NH2:44][C:37]1[N:36]=[CH:35][C:34]([C:31]2[CH:32]=[CH:33][C:28]3[N:29]([CH:45]=[C:26]([NH:25][C:23]([CH2:22][CH2:21][CH2:20][NH:19]/[C:8](=[N:9]/[C:10]#[N:11])/[O:12][C:13]4[CH:14]=[CH:15][CH:16]=[CH:17][CH:18]=4)=[O:24])[N:27]=3)[N:30]=2)=[CH:39][C:38]=1[C:40]([F:41])([F:43])[F:42]. (3) Given the reactants [N+:1]([C:4]1[CH:5]=[C:6]2[C:11](=[CH:12][CH:13]=1)[N:10]=[C:9]([C:14]1[CH:22]=[CH:21][C:17]3[O:18][CH2:19][O:20][C:16]=3[CH:15]=1)[N:8]=[CH:7]2)([O-])=O.Cl[Sn]Cl, predict the reaction product. The product is: [NH2:1][C:4]1[CH:5]=[C:6]2[C:11](=[CH:12][CH:13]=1)[N:10]=[C:9]([C:14]1[CH:22]=[CH:21][C:17]3[O:18][CH2:19][O:20][C:16]=3[CH:15]=1)[N:8]=[CH:7]2. (4) Given the reactants [Cl:1][C:2]1[CH:7]=[CH:6][CH:5]=[CH:4][C:3]=1[C:8]1[O:9][C:10]([C:16]([F:19])([F:18])[F:17])=[C:11]([C:13]([OH:15])=O)[N:12]=1.[N:20]1([C:26]2[N:31]=[CH:30][C:29]([NH2:32])=[CH:28][CH:27]=2)[CH2:25][CH2:24][O:23][CH2:22][CH2:21]1, predict the reaction product. The product is: [N:20]1([C:26]2[N:31]=[CH:30][C:29]([NH:32][C:13]([C:11]3[N:12]=[C:8]([C:3]4[CH:4]=[CH:5][CH:6]=[CH:7][C:2]=4[Cl:1])[O:9][C:10]=3[C:16]([F:19])([F:18])[F:17])=[O:15])=[CH:28][CH:27]=2)[CH2:25][CH2:24][O:23][CH2:22][CH2:21]1. (5) Given the reactants [N:1]1C=CC=CC=1.Br[CH2:8][C:9](=O)[C:10]([O:12][CH2:13][CH3:14])=[O:11].[NH2:16][C:17]1[C:22]([CH:23]=O)=[CH:21][N:20]=[C:19]([Br:25])[CH:18]=1.N1CCCC1, predict the reaction product. The product is: [NH2:1][C:8]1[C:9]([C:10]([O:12][CH2:13][CH3:14])=[O:11])=[N:16][C:17]2[C:22]([CH:23]=1)=[CH:21][N:20]=[C:19]([Br:25])[CH:18]=2. (6) The product is: [Cl:17][C:14]1[CH:15]=[CH:16][C:11]([NH:8][C:6]2[C:5]([CH3:9])=[CH:4][N:3]=[C:2]([Cl:1])[N:7]=2)=[CH:12][C:13]=1[O:18][CH3:19]. Given the reactants [Cl:1][C:2]1[N:7]=[C:6]([NH2:8])[C:5]([CH3:9])=[CH:4][N:3]=1.Br[C:11]1[CH:16]=[CH:15][C:14]([Cl:17])=[C:13]([O:18][CH3:19])[CH:12]=1.CC1(C)C2C(=C(P(C3C=CC=CC=3)C3C=CC=CC=3)C=CC=2)OC2C(P(C3C=CC=CC=3)C3C=CC=CC=3)=CC=CC1=2.C(=O)([O-])[O-].[Cs+].[Cs+], predict the reaction product. (7) Given the reactants [Cl:1][C:2]1[C:7]([Cl:8])=[CH:6][C:5]([NH2:9])=[C:4]([NH2:10])[CH:3]=1.C([O:15][C:16](=O)[CH2:17][C:18]([C:20]1[CH:25]=[CH:24][CH:23]=[C:22]([C:26]2[CH:31]=[C:30]([CH2:32][O:33]C3CCCCO3)[N:29]=[C:28]([CH3:40])[CH:27]=2)[CH:21]=1)=O)(C)(C)C.C(O)(C(F)(F)F)=O, predict the reaction product. The product is: [Cl:1][C:2]1[C:7]([Cl:8])=[CH:6][C:5]2[NH:9][C:16](=[O:15])[CH2:17][C:18]([C:20]3[CH:25]=[CH:24][CH:23]=[C:22]([C:26]4[CH:27]=[C:28]([CH3:40])[N:29]=[C:30]([CH2:32][OH:33])[CH:31]=4)[CH:21]=3)=[N:10][C:4]=2[CH:3]=1. (8) Given the reactants [CH2:1]([N:3]1[C:15]2[CH:14]=[CH:13][C:12](Br)=[CH:11][C:10]=2[C:9]2[C:4]1=[CH:5][CH:6]=[C:7](Br)[CH:8]=2)[CH3:2].[CH3:18][C:19]1[CH:20]=[C:21]([NH:25][C:26]2[CH:31]=[CH:30][CH:29]=[CH:28][CH:27]=2)[CH:22]=[CH:23][CH:24]=1.P([O-])([O-])([O-])=O.[K+].[K+].[K+].[C:40]1([CH3:46])[CH:45]=[CH:44][CH:43]=[CH:42][CH:41]=1, predict the reaction product. The product is: [CH3:18][C:19]1[CH:20]=[C:21]([N:25]([C:7]2[CH:6]=[CH:5][C:4]3[N:3]([CH2:1][CH3:2])[C:15]4[C:10]([C:9]=3[CH:8]=2)=[CH:11][C:12]([N:3]([C:4]2[CH:9]=[CH:8][CH:7]=[CH:6][CH:5]=2)[C:42]2[CH:43]=[CH:44][CH:45]=[C:40]([CH3:46])[CH:41]=2)=[CH:13][CH:14]=4)[C:26]2[CH:31]=[CH:30][CH:29]=[CH:28][CH:27]=2)[CH:22]=[CH:23][CH:24]=1. (9) Given the reactants [C:1](Cl)(=[O:13])[CH2:2][CH2:3][CH2:4][CH2:5][CH2:6][CH2:7][CH2:8][CH2:9][CH2:10][CH2:11][CH3:12].[C:15]([O-:18])([O-])=O.[Na+].[Na+].[NH2:21][CH2:22][CH2:23][NH:24][CH2:25][CH2:26][NH:27][CH2:28][CH2:29][NH2:30], predict the reaction product. The product is: [C:1]([NH:21][CH2:22][CH2:23][NH:24][CH2:25][CH2:26][NH:27][CH2:28][CH2:29][NH:30][C:15](=[O:18])[CH2:11][CH2:10][CH2:9][CH2:8][CH2:7][CH2:6][CH2:5][CH2:4][CH2:3][CH2:2][CH3:1])(=[O:13])[CH2:2][CH2:3][CH2:4][CH2:5][CH2:6][CH2:7][CH2:8][CH2:9][CH2:10][CH2:11][CH3:12]. (10) Given the reactants ClC[CH2:3][C:4]([OH:6])=O.[ClH:7].[CH3:8][O:9][C:10](=[O:19])[C@@H:11]([CH3:18])[NH:12][C:13](=[O:17])[C@@H:14]([CH3:16])[NH2:15].CN(C(ON1N=NC2C=CC=NC1=2)=[N+](C)C)C.F[P-](F)(F)(F)(F)F.CN1CCOCC1, predict the reaction product. The product is: [Cl:7][CH2:3][C:4]([NH:15][C@@H:14]([C:13]([NH:12][C@@H:11]([C:10]([O:9][CH3:8])=[O:19])[CH3:18])=[O:17])[CH3:16])=[O:6].